This data is from Forward reaction prediction with 1.9M reactions from USPTO patents (1976-2016). The task is: Predict the product of the given reaction. (1) The product is: [CH2:5]([O:12][CH:13]([C:15]1[C:20]([C:21]#[N:22])=[CH:19][N:18]=[CH:17][C:16]=1[C:23]1[CH:32]=[C:31]2[C:26](=[N:25][CH:24]=1)[N:1]([C:2]([NH2:4])=[O:3])[CH2:28][CH2:29][CH2:30]2)[CH3:14])[C:6]1[CH:7]=[CH:8][CH:9]=[CH:10][CH:11]=1. Given the reactants [NH2:1][C:2]([NH2:4])=[O:3].[CH2:5]([O:12][CH:13]([C:15]1[C:20]([C:21]#[N:22])=[CH:19][N:18]=[CH:17][C:16]=1[C:23]1[CH:24]=[N:25][C:26]2N[CH2:28][CH2:29][CH2:30][C:31]=2[CH:32]=1)[CH3:14])[C:6]1[CH:11]=[CH:10][CH:9]=[CH:8][CH:7]=1, predict the reaction product. (2) Given the reactants [C:1]([NH:5][C:6](=[O:21])[C:7]1[C:12]([C:13]2[CH:18]=[CH:17][CH:16]=[CH:15][C:14]=2[CH3:19])=[CH:11][C:10](Cl)=[N:9][CH:8]=1)([CH3:4])([CH3:3])[CH3:2].[NH:22]1[CH2:27][CH2:26][O:25][CH2:24][CH2:23]1.C(OCC)(=O)C.O, predict the reaction product. The product is: [C:1]([NH:5][C:6](=[O:21])[C:7]1[C:12]([C:13]2[CH:18]=[CH:17][CH:16]=[CH:15][C:14]=2[CH3:19])=[CH:11][C:10]([N:22]2[CH2:27][CH2:26][O:25][CH2:24][CH2:23]2)=[N:9][CH:8]=1)([CH3:4])([CH3:3])[CH3:2]. (3) Given the reactants Cl[C:2]1[CH:11]=[CH:10][N:9]=[C:8]2[C:3]=1[CH:4]=[CH:5][C:6]([CH3:12])=[N:7]2.[NH2:13][C:14]1[CH:19]=[C:18]([O:20][CH2:21][C:22]2[CH:27]=[CH:26][CH:25]=[C:24]([O:28][CH3:29])[CH:23]=2)[CH:17]=[CH:16][C:15]=1[S:30][C:31]1[CH:36]=[CH:35][C:34]([NH:37][C:38](=[O:40])[CH3:39])=[CH:33][CH:32]=1.[CH2:41](O)[CH3:42], predict the reaction product. The product is: [CH3:29][O:28][C:24]1[CH:23]=[C:22]([CH:27]=[CH:26][CH:25]=1)[CH2:21][O:20][C:18]1[CH:17]=[CH:16][C:15]([S:30][C:31]2[CH:36]=[CH:35][C:34]([NH:37][C:38](=[O:40])[CH3:39])=[CH:33][CH:32]=2)=[C:14]([NH:13][C:2]2[C:3]3[C:8](=[N:7][C:6]([CH2:12][CH2:41][CH3:42])=[CH:5][CH:4]=3)[N:9]=[CH:10][CH:11]=2)[CH:19]=1. (4) Given the reactants [CH2:1]([C:8]1[C:16]2[O:15][CH:14]([CH2:17][NH2:18])[CH2:13][C:12]=2[CH:11]=[CH:10][CH:9]=1)[C:2]1[CH:7]=[CH:6][CH:5]=[CH:4][CH:3]=1.C(N(C(C)C)CC)(C)C.Cl[C:29]([O:31][CH2:32][C:33]1[CH:38]=[CH:37][CH:36]=[CH:35][CH:34]=1)=[O:30].C1(C2C3OC(CNC(=O)OCC4C=CC=CC=4)CC=3C=CC=2)CCCC1, predict the reaction product. The product is: [CH2:1]([C:8]1[C:16]2[O:15][CH:14]([CH2:17][NH:18][C:29](=[O:30])[O:31][CH2:32][C:33]3[CH:38]=[CH:37][CH:36]=[CH:35][CH:34]=3)[CH2:13][C:12]=2[CH:11]=[CH:10][CH:9]=1)[C:2]1[CH:3]=[CH:4][CH:5]=[CH:6][CH:7]=1. (5) Given the reactants [NH:1]1[C:9]2[C:4](=[CH:5][CH:6]=[CH:7][CH:8]=2)[C:3]([C:10]([O:12][CH3:13])=[O:11])=[N:2]1.[Cl:14][C:15]1[CH:22]=[C:21]([Cl:23])[CH:20]=[CH:19][C:16]=1[CH2:17]Cl.C([O-])([O-])=O.[K+].[K+], predict the reaction product. The product is: [CH3:13][O:12][C:10]([C:3]1[C:4]2[C:9](=[CH:8][CH:7]=[CH:6][CH:5]=2)[N:1]([CH2:17][C:16]2[CH:19]=[CH:20][C:21]([Cl:23])=[CH:22][C:15]=2[Cl:14])[N:2]=1)=[O:11]. (6) Given the reactants [CH3:1][C:2]1[CH:7]=[CH:6][C:5]([S:8]([NH:11][C:12]2[CH:13]=[CH:14][CH:15]=[C:16]3[C:20]=2[NH:19][C:18]([C:21]([OH:23])=O)=[CH:17]3)(=[O:10])=[O:9])=[CH:4][CH:3]=1.[NH2:24][C:25]1[CH:30]=[CH:29][CH:28]=[CH:27][CH:26]=1.C(N(C(C)C)C(C)C)C.CN(C(ON1N=NC2C=CC=NC1=2)=[N+](C)C)C.F[P-](F)(F)(F)(F)F, predict the reaction product. The product is: [CH3:1][C:2]1[CH:3]=[CH:4][C:5]([S:8]([NH:11][C:12]2[CH:13]=[CH:14][CH:15]=[C:16]3[C:20]=2[NH:19][C:18]([C:21]([NH:24][C:25]2[CH:30]=[CH:29][CH:28]=[CH:27][CH:26]=2)=[O:23])=[CH:17]3)(=[O:9])=[O:10])=[CH:6][CH:7]=1.